From a dataset of Reaction yield outcomes from USPTO patents with 853,638 reactions. Predict the reaction yield, written as a fraction of the theoretical maximum amount of product (1.0 means a 100% yield; for example, 0.34 means a 34% yield). The yield is 0.480. The product is [Br:1][C:9]1[O:8][C:7]([C:3]([CH3:6])([CH3:4])[CH3:5])=[N:11][C:10]=1[C@@H:12]1[CH2:17][CH2:16][C@H:15]([F:18])[CH2:14][C@H:13]1[C:19]([O:21][CH3:22])=[O:20]. The catalyst is C(Cl)(Cl)Cl.O. The reactants are [Br:1]Br.[C:3]([C:7]1[O:8][CH:9]=[C:10]([C@@H:12]2[CH2:17][CH2:16][C@H:15]([F:18])[CH2:14][C@H:13]2[C:19]([O:21][CH3:22])=[O:20])[N:11]=1)([CH3:6])([CH3:5])[CH3:4].